This data is from Reaction yield outcomes from USPTO patents with 853,638 reactions. The task is: Predict the reaction yield, written as a fraction of the theoretical maximum amount of product (1.0 means a 100% yield; for example, 0.34 means a 34% yield). (1) The reactants are [NH2:1][CH:2]1[CH:7]2[CH:3]1[CH2:4][N:5]([C:8]([O:10][C:11]([CH3:14])([CH3:13])[CH3:12])=[O:9])[CH2:6]2.[CH2:15](OC(OCC)OCC)C.[N-:25]=[N+:26]=[N-:27].[Na+]. The catalyst is C(O)(=O)C. The product is [N:1]1([CH:2]2[CH:7]3[CH:3]2[CH2:4][N:5]([C:8]([O:10][C:11]([CH3:14])([CH3:13])[CH3:12])=[O:9])[CH2:6]3)[CH:15]=[N:27][N:26]=[N:25]1. The yield is 0.503. (2) The reactants are [Br:1][C:2]1[CH:15]=[C:14]2[C:5]([O:6][CH:7]3[CH:12]([C:13]42[C:19](=[O:20])[N:18]([CH3:21])[C:17](=S)[NH:16]4)[CH2:11][CH2:10][CH2:9][CH2:8]3)=[CH:4][CH:3]=1.[NH3:23].C(OO)(C)(C)C. No catalyst specified. The product is [NH2:23][C:17]1[N:18]([CH3:21])[C:19](=[O:20])[C:13]2([N:16]=1)[CH:12]1[CH:7]([CH2:8][CH2:9][CH2:10][CH2:11]1)[O:6][C:5]1[C:14]2=[CH:15][C:2]([Br:1])=[CH:3][CH:4]=1. The yield is 0.330. (3) The reactants are [Cl:1][C:2]1[N:3]=[C:4]([N:14]2[CH2:19][CH2:18][O:17][CH2:16][CH2:15]2)[C:5]2[S:10][C:9]([CH2:11][NH:12][CH3:13])=[CH:8][C:6]=2[N:7]=1.[N:20]1[CH:25]=[CH:24][CH:23]=[C:22]([CH:26]=O)[CH:21]=1. No catalyst specified. The product is [Cl:1][C:2]1[N:3]=[C:4]([N:14]2[CH2:19][CH2:18][O:17][CH2:16][CH2:15]2)[C:5]2[S:10][C:9]([CH2:11][N:12]([CH3:13])[CH2:26][C:22]3[CH:21]=[N:20][CH:25]=[CH:24][CH:23]=3)=[CH:8][C:6]=2[N:7]=1. The yield is 0.710. (4) The reactants are [Cl:1][C:2]1[C:19]([F:20])=[CH:18][CH:17]=[C:16]([F:21])[C:3]=1[CH2:4][N:5]1[CH2:10][CH2:9][NH:8][C:7]2[N:11]=[CH:12][C:13](I)=[CH:14][C:6]1=2.[Cl:22][C:23]1[C:24]([N:38]2[CH2:43][CH2:42][O:41][CH2:40][CH2:39]2)=[N:25][CH:26]=[CH:27][C:28]=1B1OC(C)(C)C(C)(C)O1. No catalyst specified. The product is [Cl:1][C:2]1[C:19]([F:20])=[CH:18][CH:17]=[C:16]([F:21])[C:3]=1[CH2:4][N:5]1[CH2:10][CH2:9][NH:8][C:7]2[N:11]=[CH:12][C:13]([C:28]3[CH:27]=[CH:26][N:25]=[C:24]([N:38]4[CH2:43][CH2:42][O:41][CH2:40][CH2:39]4)[C:23]=3[Cl:22])=[CH:14][C:6]1=2. The yield is 0.490. (5) The reactants are CC1(C)C(C)(C)OB([C:9]2[CH:26]=[CH:25][C:24]3[C:23]4[C:18](=[CH:19][CH:20]=[CH:21][CH:22]=4)[C:17]4[C:12](=[CH:13][CH:14]=[CH:15][CH:16]=4)[C:11]=3[CH:10]=2)O1.Br[C:29]1[CH:42]=[CH:41][C:32]2[S:33][C:34]3[CH:39]=[CH:38][C:37](Br)=[CH:36][C:35]=3[C:31]=2[CH:30]=1.C1(P(C2CCCCC2)[C:50]2[CH:55]=[CH:54]C=C[C:51]=2[C:56]2[C:61](OC)=[CH:60][CH:59]=[CH:58][C:57]=2OC)CCCCC1.[O-]P([O-])([O-])=O.[K+].[K+].[K+]. The catalyst is C1C=CC(/C=C/C(/C=C/C2C=CC=CC=2)=O)=CC=1.C1C=CC(/C=C/C(/C=C/C2C=CC=CC=2)=O)=CC=1.C1C=CC(/C=C/C(/C=C/C2C=CC=CC=2)=O)=CC=1.[Pd].[Pd].O.C1(C)C=CC=CC=1. The product is [CH:19]1[C:18]2[C:17]3[C:12](=[CH:13][CH:14]=[CH:15][CH:16]=3)[C:11]3[C:24](=[CH:25][CH:26]=[CH:9][CH:10]=3)[C:23]=2[CH:22]=[CH:21][C:20]=1[C:29]1[CH:42]=[CH:41][C:32]2[S:33][C:34]3[CH:39]=[CH:38][C:37]([C:9]4[CH:26]=[CH:25][C:24]5[C:57]6[C:56](=[CH:61][CH:60]=[CH:59][CH:58]=6)[C:51]6[C:12](=[CH:13][CH:54]=[CH:55][CH:50]=6)[C:11]=5[CH:10]=4)=[CH:36][C:35]=3[C:31]=2[CH:30]=1. The yield is 0.940.